This data is from Catalyst prediction with 721,799 reactions and 888 catalyst types from USPTO. The task is: Predict which catalyst facilitates the given reaction. (1) Reactant: [F:1][C:2]1[CH:7]=[CH:6][C:5]([C:8]2[C:9](=[O:33])[N:10]3[CH2:25][CH:24]([O:26]C(=O)C(C)(C)C)[CH2:23][N:11]3[C:12]=2[C:13]2[CH:18]=[CH:17][N:16]=[C:15](S(C)(=O)=O)[N:14]=2)=[CH:4][CH:3]=1.[C:34]1([O-:40])[CH:39]=[CH:38][CH:37]=[CH:36][CH:35]=1.[Na+]. Product: [F:1][C:2]1[CH:7]=[CH:6][C:5]([C:8]2[C:9](=[O:33])[N:10]3[CH2:25][CH:24]([OH:26])[CH2:23][N:11]3[C:12]=2[C:13]2[CH:18]=[CH:17][N:16]=[C:15]([O:40][C:34]3[CH:39]=[CH:38][CH:37]=[CH:36][CH:35]=3)[N:14]=2)=[CH:4][CH:3]=1. The catalyst class is: 1. (2) Reactant: Br[C:2]1[N:7]=[C:6]([C:8]([F:11])([F:10])[F:9])[C:5]([Cl:12])=[CH:4][CH:3]=1.[OH:13][CH2:14][CH2:15][C:16]1[CH:21]=[CH:20][C:19]([OH:22])=[CH:18][CH:17]=1.C([O-])([O-])=O.[K+].[K+]. Product: [Cl:12][C:5]1[CH:4]=[CH:3][C:2]([O:22][C:19]2[CH:20]=[CH:21][C:16]([CH2:15][CH2:14][OH:13])=[CH:17][CH:18]=2)=[N:7][C:6]=1[C:8]([F:11])([F:10])[F:9]. The catalyst class is: 3.